Dataset: Forward reaction prediction with 1.9M reactions from USPTO patents (1976-2016). Task: Predict the product of the given reaction. (1) Given the reactants [CH2:1]([O:3][C:4]([C:6]1[CH2:7][C@H:8]2[C@@H:10]([C@H:11]([O:13][CH:14]([CH2:17][CH3:18])[CH2:15][CH3:16])[CH:12]=1)[O:9]2)=[O:5])[CH3:2].CCOCC.[Mg+2].[Br-].[Br-].[CH2:27]([NH2:30])[CH:28]=[CH2:29].S([O-])([O-])(=O)=O.[NH4+].[NH4+], predict the reaction product. The product is: [CH2:1]([O:3][C:4]([C:6]1[CH2:7][C@@H:8]([NH:30][CH2:27][CH:28]=[CH2:29])[C@H:10]([OH:9])[C@H:11]([O:13][CH:14]([CH2:17][CH3:18])[CH2:15][CH3:16])[CH:12]=1)=[O:5])[CH3:2]. (2) Given the reactants [CH2:1]([O:3][C:4](=[O:18])[CH:5]([O:15][CH2:16][CH3:17])[CH2:6][C:7]1[CH:12]=[CH:11][C:10]([OH:13])=[CH:9][C:8]=1[CH3:14])[CH3:2].Br[CH2:20][C:21]1[N:22]=[C:23]([C:27]2[CH:32]=[CH:31][C:30]([Cl:33])=[CH:29][CH:28]=2)[S:24][C:25]=1[CH3:26].C(=O)([O-])[O-].[Cs+].[Cs+].[I-].[K+], predict the reaction product. The product is: [CH2:1]([O:3][C:4](=[O:18])[CH:5]([O:15][CH2:16][CH3:17])[CH2:6][C:7]1[CH:12]=[CH:11][C:10]([O:13][CH2:20][C:21]2[N:22]=[C:23]([C:27]3[CH:32]=[CH:31][C:30]([Cl:33])=[CH:29][CH:28]=3)[S:24][C:25]=2[CH3:26])=[CH:9][C:8]=1[CH3:14])[CH3:2]. (3) Given the reactants [CH2:1]([C:4]1[N:5]([CH2:17][CH2:18][CH2:19][CH2:20][CH2:21][C:22](O)=[O:23])[C:6]2[C:15]3[CH:14]=[CH:13][CH:12]=[CH:11][C:10]=3[N:9]=[CH:8][C:7]=2[N:16]=1)[CH2:2][CH3:3].C(Cl)(=O)C(Cl)=O.[NH:31]1[CH2:36][CH2:35][O:34][CH2:33][CH2:32]1, predict the reaction product. The product is: [N:31]1([C:22](=[O:23])[CH2:21][CH2:20][CH2:19][CH2:18][CH2:17][N:5]2[C:6]3[C:15]4[CH:14]=[CH:13][CH:12]=[CH:11][C:10]=4[N:9]=[CH:8][C:7]=3[N:16]=[C:4]2[CH2:1][CH2:2][CH3:3])[CH2:36][CH2:35][O:34][CH2:33][CH2:32]1. (4) Given the reactants [Cl:1][C:2]1[CH:10]=[C:9]2[C:5]([CH:6]=[CH:7][NH:8]2)=[CH:4][CH:3]=1.I[C:12]1[CH:17]=[CH:16][CH:15]=[CH:14][C:13]=1[O:18][CH3:19], predict the reaction product. The product is: [CH3:19][O:18][C:13]1[CH:14]=[CH:15][CH:16]=[CH:17][C:12]=1[N:8]1[C:9]2[C:5](=[CH:4][CH:3]=[C:2]([Cl:1])[CH:10]=2)[CH:6]=[CH:7]1. (5) Given the reactants [OH:1][C:2]1[CH:3]=[C:4]([CH:9]=[C:10]([N+:13]([O-])=O)[C:11]=1[OH:12])[C:5]([O:7][CH3:8])=[O:6].O1CCOCC1.[ClH:22], predict the reaction product. The product is: [ClH:22].[NH2:13][C:10]1[CH:9]=[C:4]([CH:3]=[C:2]([OH:1])[C:11]=1[OH:12])[C:5]([O:7][CH3:8])=[O:6]. (6) The product is: [CH2:30]([N:28]1[C:27](=[O:32])[C:26]([C:33]([F:36])([F:35])[F:34])=[CH:25][C:24]([C:53]([NH:1][C:2]2[CH:3]=[CH:4][C:5]([CH3:22])=[C:6]([C:8]3[CH:9]=[C:10]([N:16]4[CH2:17][CH2:18][O:19][CH2:20][CH2:21]4)[C:11](=[O:15])[N:12]([CH3:14])[CH:13]=3)[CH:7]=2)=[O:54])=[CH:29]1)[CH3:31]. Given the reactants [NH2:1][C:2]1[CH:3]=[CH:4][C:5]([CH3:22])=[C:6]([C:8]2[CH:9]=[C:10]([N:16]3[CH2:21][CH2:20][O:19][CH2:18][CH2:17]3)[C:11](=[O:15])[N:12]([CH3:14])[CH:13]=2)[CH:7]=1.Br[C:24]1[CH:25]=[C:26]([C:33]([F:36])([F:35])[F:34])[C:27](=[O:32])[N:28]([CH2:30][CH3:31])[CH:29]=1.C(Cl)Cl.C1CCN2C(=NCCC2)CC1.C1C[O:54][CH2:53]C1, predict the reaction product. (7) Given the reactants [CH2:1]([O:8][C:9]1[N:14]=[C:13]([NH:15][CH2:16][C:17]2[CH:22]=[CH:21][C:20]([O:23][CH3:24])=[CH:19][C:18]=2[O:25][CH3:26])[CH:12]=[CH:11][N:10]=1)[C:2]1[CH:7]=[CH:6][CH:5]=[CH:4][CH:3]=1.[Cl:27][C:28]1[C:29]([F:39])=[CH:30][C:31]([F:38])=[C:32]([S:34](Cl)(=[O:36])=[O:35])[CH:33]=1.C[Si]([N-][Si](C)(C)C)(C)C.[Li+], predict the reaction product. The product is: [CH2:1]([O:8][C:9]1[N:14]=[C:13]([N:15]([CH2:16][C:17]2[CH:22]=[CH:21][C:20]([O:23][CH3:24])=[CH:19][C:18]=2[O:25][CH3:26])[S:34]([C:32]2[CH:33]=[C:28]([Cl:27])[C:29]([F:39])=[CH:30][C:31]=2[F:38])(=[O:36])=[O:35])[CH:12]=[CH:11][N:10]=1)[C:2]1[CH:7]=[CH:6][CH:5]=[CH:4][CH:3]=1.